From a dataset of Peptide-MHC class II binding affinity with 134,281 pairs from IEDB. Regression. Given a peptide amino acid sequence and an MHC pseudo amino acid sequence, predict their binding affinity value. This is MHC class II binding data. (1) The peptide sequence is GKAGCQTYKWETFLT. The MHC is DRB3_0101 with pseudo-sequence DRB3_0101. The binding affinity (normalized) is 0.264. (2) The peptide sequence is LSTEWSPCS. The MHC is DRB1_0401 with pseudo-sequence DRB1_0401. The binding affinity (normalized) is 0. (3) The peptide sequence is EHLSSLRNLCELLGV. The MHC is H-2-IAb with pseudo-sequence H-2-IAb. The binding affinity (normalized) is 0. (4) The peptide sequence is AVHADMGYWIESQKN. The MHC is DRB1_0405 with pseudo-sequence DRB1_0405. The binding affinity (normalized) is 0.253. (5) The MHC is DRB1_0405 with pseudo-sequence DRB1_0405. The peptide sequence is LRKAFDAFDREKSGS. The binding affinity (normalized) is 0.318. (6) The peptide sequence is SNGEIEDVQTDIPSE. The MHC is DRB1_0404 with pseudo-sequence DRB1_0404. The binding affinity (normalized) is 0.256. (7) The peptide sequence is EQEILNYMSPHHKKL. The MHC is DRB1_0901 with pseudo-sequence DRB1_0901. The binding affinity (normalized) is 0.617. (8) The MHC is DRB5_0101 with pseudo-sequence DRB5_0101. The peptide sequence is GRGGWCYYAAAQKEV. The binding affinity (normalized) is 0.851. (9) The peptide sequence is GGRSLTDLLRALGAQ. The MHC is DRB1_0101 with pseudo-sequence DRB1_0101. The binding affinity (normalized) is 0.518. (10) The peptide sequence is YDKFLARVSTVLTGK. The MHC is DRB1_1302 with pseudo-sequence DRB1_1302. The binding affinity (normalized) is 0.577.